From a dataset of NCI-60 drug combinations with 297,098 pairs across 59 cell lines. Regression. Given two drug SMILES strings and cell line genomic features, predict the synergy score measuring deviation from expected non-interaction effect. Drug 1: CC(C)(C#N)C1=CC(=CC(=C1)CN2C=NC=N2)C(C)(C)C#N. Drug 2: CC(C)CN1C=NC2=C1C3=CC=CC=C3N=C2N. Cell line: SK-MEL-28. Synergy scores: CSS=-4.93, Synergy_ZIP=2.97, Synergy_Bliss=-0.427, Synergy_Loewe=-3.26, Synergy_HSA=-4.01.